From a dataset of Reaction yield outcomes from USPTO patents with 853,638 reactions. Predict the reaction yield, written as a fraction of the theoretical maximum amount of product (1.0 means a 100% yield; for example, 0.34 means a 34% yield). (1) The reactants are [Cl:1][C:2]1[C:10]2[N:9]=[C:8]3[N:11]([C:15]4[C:16]([CH3:23])=[N:17][C:18]([O:21][CH3:22])=[CH:19][CH:20]=4)[CH2:12][CH2:13][CH2:14][N:7]3[C:6]=2[C:5]([CH:24]([OH:27])[CH2:25][CH3:26])=[CH:4][CH:3]=1.[H-].[Na+].[CH2:30](I)[CH3:31]. The catalyst is CN(C)C=O. The product is [Cl:1][C:2]1[C:10]2[N:9]=[C:8]3[N:11]([C:15]4[C:16]([CH3:23])=[N:17][C:18]([O:21][CH3:22])=[CH:19][CH:20]=4)[CH2:12][CH2:13][CH2:14][N:7]3[C:6]=2[C:5]([CH:24]([O:27][CH2:30][CH3:31])[CH2:25][CH3:26])=[CH:4][CH:3]=1. The yield is 0.580. (2) The yield is 0.490. The catalyst is CN(C1C=CN=CC=1)C.C(Cl)Cl.CN(C=O)C. The reactants are [C:1]([O:5][C:6]([NH:8][C@H:9]([C:13]([O:15][CH2:16][CH:17]([CH2:19][OH:20])[OH:18])=[O:14])[CH:10]([CH3:12])[CH3:11])=[O:7])([CH3:4])([CH3:3])[CH3:2].[C:21]([NH:28][C@H:29]([C:33](O)=[O:34])[CH:30]([CH3:32])[CH3:31])([O:23][C:24]([CH3:27])([CH3:26])[CH3:25])=[O:22].C1CCC(N=C=NC2CCCCC2)CC1. The product is [C:1]([O:5][C:6]([NH:8][C@H:9]([C:13]([O:15][CH2:16][CH:17]([CH2:19][O:20][C:33](=[O:34])[C@H:29]([CH:30]([CH3:31])[CH3:32])[NH:28][C:21]([O:23][C:24]([CH3:25])([CH3:26])[CH3:27])=[O:22])[OH:18])=[O:14])[CH:10]([CH3:11])[CH3:12])=[O:7])([CH3:2])([CH3:4])[CH3:3].